Dataset: Full USPTO retrosynthesis dataset with 1.9M reactions from patents (1976-2016). Task: Predict the reactants needed to synthesize the given product. (1) Given the product [CH3:1][O:2][C:3]1[CH:4]=[C:5]2[C:10](=[CH:11][C:12]=1[O:13][CH3:14])[C:9]([CH3:15])=[N:8][C:7]([C:16]1[CH:17]=[C:18]([CH:19]=[CH:20][CH:21]=1)[NH2:22])=[CH:6]2, predict the reactants needed to synthesize it. The reactants are: [CH3:1][O:2][C:3]1[CH:4]=[C:5]2[C:10](=[CH:11][C:12]=1[O:13][CH3:14])[C:9]([CH3:15])=[N:8][C:7]([C:16]1[CH:21]=[CH:20][CH:19]=[C:18]([N+:22]([O-])=O)[CH:17]=1)=[CH:6]2.C(Cl)Cl.CC(O)=O. (2) Given the product [CH3:1][O:2][CH2:3][CH2:4][NH:5][CH2:26][C:23]1[S:22][C:21]([NH:20][C:10]2[CH:11]=[CH:12][C:13]([N:14]3[CH:18]=[C:17]([CH3:19])[N:16]=[CH:15]3)=[C:8]([O:7][CH3:6])[CH:9]=2)=[N:25][CH:24]=1, predict the reactants needed to synthesize it. The reactants are: [CH3:1][O:2][CH2:3][CH2:4][NH2:5].[CH3:6][O:7][C:8]1[CH:9]=[C:10]([NH:20][C:21]2[S:22][C:23]([CH:26]=O)=[CH:24][N:25]=2)[CH:11]=[CH:12][C:13]=1[N:14]1[CH:18]=[C:17]([CH3:19])[N:16]=[CH:15]1.O1CCCC1.